Dataset: Catalyst prediction with 721,799 reactions and 888 catalyst types from USPTO. Task: Predict which catalyst facilitates the given reaction. Reactant: [F:1][C:2]1[CH:30]=[CH:29][C:5]([CH2:6][N:7]2[C:11]3=[CH:12][N:13]=[C:14]([C:24]([O:26][CH2:27][CH3:28])=[O:25])[C:15](OS(C(F)(F)F)(=O)=O)=[C:10]3[CH:9]=[CH:8]2)=[CH:4][CH:3]=1.[CH2:31]([O:33][CH:34]=[CH:35][Sn](CCCC)(CCCC)CCCC)[CH3:32].C(N(CC)CC)C. Product: [CH2:34]([O:33]/[CH:31]=[CH:32]/[C:15]1[C:14]([C:24]([O:26][CH2:27][CH3:28])=[O:25])=[N:13][CH:12]=[C:11]2[N:7]([CH2:6][C:5]3[CH:29]=[CH:30][C:2]([F:1])=[CH:3][CH:4]=3)[CH:8]=[CH:9][C:10]=12)[CH3:35]. The catalyst class is: 233.